This data is from Full USPTO retrosynthesis dataset with 1.9M reactions from patents (1976-2016). The task is: Predict the reactants needed to synthesize the given product. (1) Given the product [F:9][C:10]1[CH:15]=[CH:14][C:13]([S:16][C:2]2[S:3][CH:4]=[CH:5][CH:6]=2)=[CH:12][CH:11]=1, predict the reactants needed to synthesize it. The reactants are: I[C:2]1[S:3][CH:4]=[CH:5][CH:6]=1.[OH-].[K+].[F:9][C:10]1[CH:15]=[CH:14][C:13]([SH:16])=[CH:12][CH:11]=1.Cl. (2) Given the product [CH2:23]([O:27][C:28]1[C:35]([O:36][CH3:37])=[CH:34][CH:33]=[CH:32][C:29]=1/[CH:30]=[CH:1]/[C:2]1[N:3]=[C:4]2[S:22][CH:21]=[CH:20][N:5]2[C:6](=[O:19])[C:7]=1[C:8]1[CH:13]=[CH:12][C:11]([O:14][C:15]([F:17])([F:18])[F:16])=[CH:10][CH:9]=1)[CH2:24][CH2:25][CH3:26], predict the reactants needed to synthesize it. The reactants are: [CH3:1][C:2]1[N:3]=[C:4]2[S:22][CH:21]=[CH:20][N:5]2[C:6](=[O:19])[C:7]=1[C:8]1[CH:13]=[CH:12][C:11]([O:14][C:15]([F:18])([F:17])[F:16])=[CH:10][CH:9]=1.[CH2:23]([O:27][C:28]1[C:35]([O:36][CH3:37])=[CH:34][CH:33]=[CH:32][C:29]=1[CH:30]=O)[CH2:24][CH2:25][CH3:26].[O-]CC.[Na+]. (3) Given the product [Si:1]([O:18][CH2:19][C:20]1[CH:21]=[C:22]([CH2:30][CH2:40][C:41]([O:43][CH2:44][CH3:45])=[O:42])[CH:23]=[C:24]([O:26][CH:27]([CH3:28])[CH3:29])[CH:25]=1)([C:14]([CH3:16])([CH3:17])[CH3:15])([C:8]1[CH:13]=[CH:12][CH:11]=[CH:10][CH:9]=1)[C:2]1[CH:3]=[CH:4][CH:5]=[CH:6][CH:7]=1, predict the reactants needed to synthesize it. The reactants are: [Si:1]([O:18][CH2:19][C:20]1[CH:21]=[C:22]([CH2:30]O)[CH:23]=[C:24]([O:26][CH:27]([CH3:29])[CH3:28])[CH:25]=1)([C:14]([CH3:17])([CH3:16])[CH3:15])([C:8]1[CH:13]=[CH:12][CH:11]=[CH:10][CH:9]=1)[C:2]1[CH:7]=[CH:6][CH:5]=[CH:4][CH:3]=1.C(OP([CH2:40][C:41]([O:43][CH2:44][CH3:45])=[O:42])(OCC)=O)C.[H-].[Na+].O1CCCC1CCO. (4) Given the product [N+:12]([C:15]1[CH:16]=[CH:17][C:18]([NH:21][C:22]([NH:1][C:2]2[CH:3]=[C:4]3[C:9](=[CH:10][CH:11]=2)[N:8]=[CH:7][CH:6]=[CH:5]3)=[O:23])=[CH:19][CH:20]=1)([O-:14])=[O:13], predict the reactants needed to synthesize it. The reactants are: [NH2:1][C:2]1[CH:3]=[C:4]2[C:9](=[CH:10][CH:11]=1)[N:8]=[CH:7][CH:6]=[CH:5]2.[N+:12]([C:15]1[CH:20]=[CH:19][C:18]([N:21]=[C:22]=[O:23])=[CH:17][CH:16]=1)([O-:14])=[O:13]. (5) Given the product [F:19][C:20]1[CH:21]=[C:22]2[C:26](=[CH:27][CH:28]=1)[N:25]([CH2:41][CH2:40][C:36]1[CH:35]=[N:34][CH:39]=[CH:38][CH:37]=1)[C:24]([C:29]([O:31][CH2:32][CH3:33])=[O:30])=[CH:23]2, predict the reactants needed to synthesize it. The reactants are: N(C(N1CCCCC1)=O)=NC(N1CCCCC1)=O.[F:19][C:20]1[CH:21]=[C:22]2[C:26](=[CH:27][CH:28]=1)[NH:25][C:24]([C:29]([O:31][CH2:32][CH3:33])=[O:30])=[CH:23]2.[N:34]1[CH:39]=[CH:38][CH:37]=[C:36]([CH2:40][CH2:41]O)[CH:35]=1.C(P(CCCC)CCCC)CCC.